Dataset: Full USPTO retrosynthesis dataset with 1.9M reactions from patents (1976-2016). Task: Predict the reactants needed to synthesize the given product. (1) Given the product [NH2:11][CH2:12][CH2:13][C:14]([NH:16][CH2:17][CH2:18][S:19]([OH:22])(=[O:20])=[O:21])=[O:15], predict the reactants needed to synthesize it. The reactants are: C([NH:11][CH2:12][CH2:13][C:14]([NH:16][CH2:17][CH2:18][S:19]([OH:22])(=[O:21])=[O:20])=[O:15])(OCC1C=CC=CC=1)=O.Br. (2) Given the product [F:49][C:46]([F:47])([F:48])[C:44]1[CH:43]=[C:5]([CH:4]=[C:3]([C:2]([F:1])([F:50])[F:51])[CH:45]=1)[CH2:6][N:7]([CH:23]([C:25]1[CH:30]=[C:29]([C:31]([F:34])([F:33])[F:32])[CH:28]=[CH:27][C:26]=1[N:35]([CH2:39][CH:40]1[CH2:41][CH2:42]1)[CH2:36][CH2:37][CH3:38])[CH3:24])[C:8]1[N:9]=[CH:10][C:11]([O:14][CH2:15][CH2:16][CH2:17][C:18]([OH:20])=[O:19])=[CH:12][N:13]=1, predict the reactants needed to synthesize it. The reactants are: [F:1][C:2]([F:51])([F:50])[C:3]1[CH:4]=[C:5]([CH:43]=[C:44]([C:46]([F:49])([F:48])[F:47])[CH:45]=1)[CH2:6][N:7]([CH:23]([C:25]1[CH:30]=[C:29]([C:31]([F:34])([F:33])[F:32])[CH:28]=[CH:27][C:26]=1[N:35]([CH2:39][CH:40]1[CH2:42][CH2:41]1)[CH2:36][CH2:37][CH3:38])[CH3:24])[C:8]1[N:13]=[CH:12][C:11]([O:14][CH2:15][CH2:16][CH2:17][C:18]([O:20]CC)=[O:19])=[CH:10][N:9]=1.[OH-].[Na+]. (3) Given the product [F:18][C:19]1[CH:27]=[CH:26][C:25]2[C:21](=[C:22]3[N:28]=[C:8]([OH:10])[C:7]([C:1]4[CH:2]=[CH:3][CH:4]=[CH:5][CH:6]=4)=[C:13]([OH:15])[N:23]3[N:24]=2)[CH:20]=1, predict the reactants needed to synthesize it. The reactants are: [C:1]1([CH:7]([C:13]([O:15]CC)=O)[C:8]([O:10]CC)=O)[CH:6]=[CH:5][CH:4]=[CH:3][CH:2]=1.[F:18][C:19]1[CH:20]=[C:21]2[C:25](=[CH:26][CH:27]=1)[NH:24][N:23]=[C:22]2[NH2:28].C(N(CCCC)CCCC)CCC.[OH-].[Na+]. (4) Given the product [F:1][C:2]1[CH:3]=[C:4]([CH:23]=[CH:24][C:25]=1[F:26])[CH2:5][O:6][C:7]1[CH:16]=[C:15]2[C:10]([CH:11]=[C:12]([CH2:17][C:18]([NH2:30])=[O:19])[CH:13]=[N:14]2)=[N:9][CH:8]=1, predict the reactants needed to synthesize it. The reactants are: [F:1][C:2]1[CH:3]=[C:4]([CH:23]=[CH:24][C:25]=1[F:26])[CH2:5][O:6][C:7]1[CH:16]=[C:15]2[C:10]([CH:11]=[C:12]([CH2:17][C:18](OCC)=[O:19])[CH:13]=[N:14]2)=[N:9][CH:8]=1.BrC1C=[N:30]C2C(C=1)=NC=C(OCC1C=CC(F)=C(F)C=1)C=2.F[B-](F)(F)F.C([PH+](C(C)(C)C)C(C)(C)C)(C)(C)C.P([O-])([O-])([O-])=O.[K+].[K+].[K+].O1CCOCCOCCOCCOCCOCC1.C(OCC)(=O)CC(OCC)=O.